Dataset: Catalyst prediction with 721,799 reactions and 888 catalyst types from USPTO. Task: Predict which catalyst facilitates the given reaction. (1) Product: [S:7]1[CH:11]=[CH:10][C:9]2[CH:12]=[CH:13][CH:14]=[C:15]([C:16]([O:18][CH3:1])=[O:17])[C:8]1=2. Reactant: [C:1](Cl)(=O)C(Cl)=O.[S:7]1[CH:11]=[CH:10][C:9]2[CH:12]=[CH:13][CH:14]=[C:15]([C:16]([OH:18])=[O:17])[C:8]1=2. The catalyst class is: 5. (2) Reactant: [C:1]1([CH2:7][CH2:8][CH2:9][CH2:10][CH2:11][O:12][C:13]2[CH:18]=[CH:17][CH:16]=[CH:15][C:14]=2[CH2:19]O)[CH:6]=[CH:5][CH:4]=[CH:3][CH:2]=1.[Br-:21].[C:22]1([PH+:28]([C:35]2[CH:40]=[CH:39][CH:38]=[CH:37][CH:36]=2)[C:29]2[CH:34]=[CH:33][CH:32]=[CH:31][CH:30]=2)[CH:27]=[CH:26][CH:25]=[CH:24][CH:23]=1. Product: [Br-:21].[C:35]1([P+:28]([C:22]2[CH:23]=[CH:24][CH:25]=[CH:26][CH:27]=2)([C:29]2[CH:34]=[CH:33][CH:32]=[CH:31][CH:30]=2)[CH2:19][C:14]2[CH:15]=[CH:16][CH:17]=[CH:18][C:13]=2[O:12][CH2:11][CH2:10][CH2:9][CH2:8][CH2:7][C:1]2[CH:6]=[CH:5][CH:4]=[CH:3][CH:2]=2)[CH:36]=[CH:37][CH:38]=[CH:39][CH:40]=1. The catalyst class is: 10. (3) Reactant: [CH3:1][O:2][C:3]1[CH:4]=[C:5]2[C:14](=[CH:15][CH:16]=1)[CH:13]([CH2:17][OH:18])[CH:12]([C:19]1[CH:24]=[CH:23][C:22]([O:25][CH3:26])=[CH:21][CH:20]=1)[CH:11]1[CH:6]2[CH2:7][CH2:8][CH2:9][CH2:10]1.[H-].[Na+].[CH3:29]I. Product: [CH3:1][O:2][C:3]1[CH:4]=[C:5]2[C:14](=[CH:15][CH:16]=1)[CH:13]([CH2:17][O:18][CH3:29])[CH:12]([C:19]1[CH:24]=[CH:23][C:22]([O:25][CH3:26])=[CH:21][CH:20]=1)[CH:11]1[CH:6]2[CH2:7][CH2:8][CH2:9][CH2:10]1. The catalyst class is: 3. (4) Reactant: [F:1][C:2]1[CH:22]=[CH:21][C:5]([CH2:6][CH:7]2[CH2:16][C:15]3[C:10](=[CH:11][CH:12]=[CH:13][CH:14]=3)[CH2:9][N:8]2[CH2:17][CH2:18][CH2:19][NH2:20])=[CH:4][CH:3]=1.C(=O)(OC1C=CC=CC=1[C:32]1[CH:37]=[CH:36][CH:35]=[C:34]([N:38]([CH3:40])[CH3:39])[CH:33]=1)N.C([N:44]([CH2:47]C)CC)C.[OH2:49]. Product: [CH3:40][N:38]([CH3:39])[C:34]1[CH:33]=[C:32]([NH:44][C:47]([NH:20][CH2:19][CH2:18][CH2:17][N:8]2[CH:7]([CH2:6][C:5]3[CH:21]=[CH:22][C:2]([F:1])=[CH:3][CH:4]=3)[CH2:16][C:15]3[C:10](=[CH:11][CH:12]=[CH:13][CH:14]=3)[CH2:9]2)=[O:49])[CH:37]=[CH:36][CH:35]=1. The catalyst class is: 11.